From a dataset of Forward reaction prediction with 1.9M reactions from USPTO patents (1976-2016). Predict the product of the given reaction. (1) Given the reactants [C:1]1([C:7]2[CH:8]=[CH:9][C:10]3[N:11]([C:26]4[CH:51]=[CH:50][C:29]([O:30][CH2:31][CH2:32][CH2:33][CH2:34][CH2:35][CH2:36][CH2:37][CH2:38]OS(C5C=CC(C)=CC=5)(=O)=O)=[CH:28][CH:27]=4)[C:12]4[C:17]([C:18]=3[CH:19]=2)=[CH:16][C:15]([C:20]2[CH:25]=[CH:24][CH:23]=[CH:22][CH:21]=2)=[CH:14][CH:13]=4)[CH:6]=[CH:5][CH:4]=[CH:3][CH:2]=1.[C:52]([O-:55])(=[S:54])[CH3:53].[K+].O, predict the reaction product. The product is: [C:1]1([C:7]2[CH:8]=[CH:9][C:10]3[N:11]([C:26]4[CH:27]=[CH:28][C:29]([O:30][CH2:31][CH2:32][CH2:33][CH2:34][CH2:35][CH2:36][CH2:37][CH2:38][O:55][C:52](=[S:54])[CH3:53])=[CH:50][CH:51]=4)[C:12]4[C:17]([C:18]=3[CH:19]=2)=[CH:16][C:15]([C:20]2[CH:25]=[CH:24][CH:23]=[CH:22][CH:21]=2)=[CH:14][CH:13]=4)[CH:2]=[CH:3][CH:4]=[CH:5][CH:6]=1. (2) Given the reactants [Cl:1][C:2]1[C:10]([Cl:11])=[CH:9][CH:8]=[CH:7][C:3]=1[C:4](Cl)=[O:5].[Cl:12][C:13]1[C:14]([CH2:31]C)=[N:15][S:16][C:17]=1[NH:18][C:19](=[O:30])[CH:20]([C:22]1[CH:27]=[CH:26][C:25](O)=[C:24]([NH2:29])[CH:23]=1)[CH3:21].N1C=CC=CC=1.C1(C)C=CC(S(O)(=O)=O)=CC=1, predict the reaction product. The product is: [Cl:12][C:13]1[C:14]([CH3:31])=[N:15][S:16][C:17]=1[NH:18][C:19](=[O:30])[CH:20]([C:22]1[CH:27]=[CH:26][C:25]2[O:5][C:4]([C:3]3[CH:7]=[CH:8][CH:9]=[C:10]([Cl:11])[C:2]=3[Cl:1])=[N:29][C:24]=2[CH:23]=1)[CH3:21]. (3) Given the reactants [CH3:1][N:2]([CH3:32])[CH2:3][CH2:4][CH2:5][NH:6]C(C1C=C(C2C=CC(CSCCOC3C=CC=CC=3)=CC=2)C=CC=1)=O.[O:33]([CH2:40][CH2:41][S:42][CH2:43][C:44]1[CH:49]=[CH:48][CH:47]=[CH:46][C:45]=1[C:50]1[CH:55]=[CH:54][C:53]([C:56]([OH:58])=O)=[CH:52][CH:51]=1)[C:34]1[CH:39]=[CH:38][CH:37]=[CH:36][CH:35]=1.CN(C)CCCN, predict the reaction product. The product is: [CH3:1][N:2]([CH3:32])[CH2:3][CH2:4][CH2:5][NH:6][C:56]([C:53]1[CH:54]=[CH:55][C:50]([C:45]2[CH:46]=[CH:47][CH:48]=[CH:49][C:44]=2[CH2:43][S:42][CH2:41][CH2:40][O:33][C:34]2[CH:35]=[CH:36][CH:37]=[CH:38][CH:39]=2)=[CH:51][CH:52]=1)=[O:58]. (4) Given the reactants C([O:3][C:4](=[O:22])[CH2:5][NH:6][C:7]([C:9]1[CH:10]=[N:11][C:12]([NH:15][C:16]2[CH:21]=[CH:20][CH:19]=[CH:18][CH:17]=2)=[CH:13][CH:14]=1)=[O:8])C.CO.O.O[Li].O, predict the reaction product. The product is: [C:16]1([NH:15][C:12]2[N:11]=[CH:10][C:9]([C:7]([NH:6][CH2:5][C:4]([OH:22])=[O:3])=[O:8])=[CH:14][CH:13]=2)[CH:17]=[CH:18][CH:19]=[CH:20][CH:21]=1.